This data is from Forward reaction prediction with 1.9M reactions from USPTO patents (1976-2016). The task is: Predict the product of the given reaction. (1) Given the reactants [C:1]([C:6]1[CH:7]=[C:8]([C:28]#[N:29])[C:9]([N:19]2[CH2:24][CH2:23][CH:22]([C:25]([OH:27])=O)[CH2:21][CH2:20]2)=[N:10][C:11]=1[CH2:12][N:13]1[CH2:17][CH2:16][CH2:15][C:14]1=[O:18])(=[O:5])[CH2:2][CH2:3][CH3:4].[F:30][C:31]1[CH:36]=[C:35]([F:37])[CH:34]=[CH:33][C:32]=1[CH2:38][S:39]([NH2:42])(=[O:41])=[O:40], predict the reaction product. The product is: [C:1]([C:6]1[CH:7]=[C:8]([C:28]#[N:29])[C:9]([N:19]2[CH2:20][CH2:21][CH:22]([C:25]([NH:42][S:39]([CH2:38][C:32]3[CH:33]=[CH:34][C:35]([F:37])=[CH:36][C:31]=3[F:30])(=[O:40])=[O:41])=[O:27])[CH2:23][CH2:24]2)=[N:10][C:11]=1[CH2:12][N:13]1[CH2:17][CH2:16][CH2:15][C:14]1=[O:18])(=[O:5])[CH2:2][CH2:3][CH3:4]. (2) Given the reactants [K+].[CH3:2][N:3]1[CH:7]=[C:6]([C:8]2[CH:9]=[N:10][C:11]3[C:16]([CH:17]=2)=[CH:15][C:14]([CH2:18][C:19]([NH:21][NH:22][C:23]([S-])=[S:24])=O)=[CH:13][CH:12]=3)[CH:5]=[N:4]1.O.[NH2:27][NH2:28].Cl, predict the reaction product. The product is: [NH2:27][N:28]1[C:19]([CH2:18][C:14]2[CH:15]=[C:16]3[C:11](=[CH:12][CH:13]=2)[N:10]=[CH:9][C:8]([C:6]2[CH:5]=[N:4][N:3]([CH3:2])[CH:7]=2)=[CH:17]3)=[N:21][N:22]=[C:23]1[SH:24]. (3) Given the reactants [Cl:1][C:2]1[N:3]=[C:4]2[CH:13]=[C:12]([Cl:14])[CH:11]=[N:10][C:5]2=[N:6][C:7]=1[NH:8][NH2:9].[CH:15](OC)(OC)OC, predict the reaction product. The product is: [Cl:14][C:12]1[CH:11]=[N:10][C:5]2[N:6]3[CH:15]=[N:9][N:8]=[C:7]3[C:2]([Cl:1])=[N:3][C:4]=2[CH:13]=1. (4) Given the reactants [CH3:1][C:2]1[C:6]([C:7]2[CH:19]=[C:18]([C:20]([O:22]C(C)(C)C)=[O:21])[C:17]3[C:16]4[C:11](=[CH:12][CH:13]=[C:14]([C:27]([N:29]5[CH2:32][CH:31]([F:33])[CH2:30]5)=[O:28])[CH:15]=4)[N:10]([CH2:34][C:35]4[CH:40]=[CH:39][C:38]([F:41])=[CH:37][CH:36]=4)[C:9]=3[CH:8]=2)=[C:5]([CH3:42])[O:4][N:3]=1.C(O)(C(F)(F)F)=O, predict the reaction product. The product is: [CH3:1][C:2]1[C:6]([C:7]2[CH:19]=[C:18]([C:20]([OH:22])=[O:21])[C:17]3[C:16]4[C:11](=[CH:12][CH:13]=[C:14]([C:27]([N:29]5[CH2:30][CH:31]([F:33])[CH2:32]5)=[O:28])[CH:15]=4)[N:10]([CH2:34][C:35]4[CH:36]=[CH:37][C:38]([F:41])=[CH:39][CH:40]=4)[C:9]=3[CH:8]=2)=[C:5]([CH3:42])[O:4][N:3]=1. (5) Given the reactants [NH2:1][CH:2]1[C:10]2[C:9]([CH3:11])=[N:8][C:7]([N:12]([CH2:22][CH3:23])[C:13]3[C:18]([CH3:19])=[CH:17][C:16]([CH3:20])=[CH:15][C:14]=3[CH3:21])=[N:6][C:5]=2[N:4]([CH:24](CC)CC)[C:3]1=O.[CH2:30]=[O:31].S1C=C[CH:34]=[CH:33]1.C(O[CH:41]([CH3:43])[CH3:42])(C)C, predict the reaction product. The product is: [CH3:24][N:4]([CH3:3])[CH:5]1[C:10]2[C:9]([CH3:11])=[N:8][C:7]([N:12]([CH2:22][CH3:23])[C:13]3[C:14]([CH3:21])=[CH:15][C:16]([CH3:20])=[CH:17][C:18]=3[CH3:19])=[N:6][C:2]=2[N:1]([CH:43]([CH2:41][CH3:42])[CH2:33][CH3:34])[C:30]1=[O:31]. (6) The product is: [Cl:1][C:2]1[CH:12]=[C:6]([CH2:7][OH:8])[CH:5]=[N:4][C:3]=1[NH:13][C@@H:14]1[CH2:19][CH2:18][CH2:17][N:16]([CH2:20][CH:21]2[CH2:22][CH2:23][CH2:24][CH2:25][CH2:26]2)[CH2:15]1. Given the reactants [Cl:1][C:2]1[C:3]([NH:13][C@@H:14]2[CH2:19][CH2:18][CH2:17][N:16]([CH2:20][CH:21]3[CH2:26][CH2:25][CH2:24][CH2:23][CH2:22]3)[CH2:15]2)=[N:4][CH:5]=[C:6]([CH:12]=1)[C:7](OCC)=[O:8].[Li].O.O.O.O.C(C(C(C([O-])=O)O)O)([O-])=O.[Na+].[K+], predict the reaction product. (7) The product is: [C:11]([C:10]1[CH:14]=[C:15]([I:18])[CH:16]=[CH:17][C:9]=1[NH:8][C:6](=[O:7])[O:5][C:2]([CH3:1])([CH3:3])[CH3:4])(=[O:13])[CH3:19]. Given the reactants [CH3:1][C:2]([O:5][C:6]([NH:8][C:9]1[CH:17]=[CH:16][C:15]([I:18])=[CH:14][C:10]=1[C:11]([OH:13])=O)=[O:7])([CH3:4])[CH3:3].[CH3:19][Mg]Br, predict the reaction product. (8) The product is: [CH:3]1[C:15]2[CH:14]([CH2:16][O:17][C:18]([N:20]3[CH2:25][CH2:24][N:23]([CH2:26][CH2:27][C:28]4[NH:40][C:37]5[CH:38]=[CH:39][C:34]([F:33])=[CH:35][C:36]=5[N:41]=4)[CH2:22][CH2:21]3)=[O:19])[C:13]3[C:8](=[CH:9][CH:10]=[CH:11][CH:12]=3)[C:7]=2[CH:6]=[CH:5][CH:4]=1. Given the reactants Cl.Cl.[CH:3]1[C:15]2[CH:14]([CH2:16][O:17][C:18]([N:20]3[CH2:25][CH2:24][N:23]([CH2:26][CH2:27][C:28](OCC)=N)[CH2:22][CH2:21]3)=[O:19])[C:13]3[C:8](=[CH:9][CH:10]=[CH:11][CH:12]=3)[C:7]=2[CH:6]=[CH:5][CH:4]=1.[F:33][C:34]1[CH:39]=[CH:38][C:37]([NH2:40])=[C:36]([NH2:41])[CH:35]=1.C(Cl)(Cl)Cl.C(=O)([O-])[O-].[K+].[K+], predict the reaction product. (9) The product is: [I:12][C:3]1[C:4]2[C:9](=[CH:8][C:7]([C:10]#[N:11])=[CH:6][CH:5]=2)[NH:1][N:2]=1. Given the reactants [NH:1]1[C:9]2[C:4](=[CH:5][CH:6]=[C:7]([C:10]#[N:11])[CH:8]=2)[CH:3]=[N:2]1.[I:12]I.[OH-].[K+], predict the reaction product.